From a dataset of Peptide-MHC class II binding affinity with 134,281 pairs from IEDB. Regression. Given a peptide amino acid sequence and an MHC pseudo amino acid sequence, predict their binding affinity value. This is MHC class II binding data. (1) The peptide sequence is FEDKGSLENIARD. The MHC is H-2-IEk with pseudo-sequence H-2-IEk. The binding affinity (normalized) is 0. (2) The peptide sequence is EAVSLLCSDKQPCNG. The MHC is DRB1_1501 with pseudo-sequence DRB1_1501. The binding affinity (normalized) is 0. (3) The peptide sequence is DVKFPGGGQIVCGVY. The MHC is HLA-DQA10501-DQB10301 with pseudo-sequence HLA-DQA10501-DQB10301. The binding affinity (normalized) is 0.686. (4) The peptide sequence is GELQIVDKIEAAFKI. The MHC is DRB3_0202 with pseudo-sequence DRB3_0202. The binding affinity (normalized) is 0.442. (5) The peptide sequence is RRGRIGRNPNRDGDS. The MHC is HLA-DQA10501-DQB10402 with pseudo-sequence HLA-DQA10501-DQB10402. The binding affinity (normalized) is 0.261. (6) The peptide sequence is AAATAHTTVYGAFAA. The MHC is HLA-DQA10102-DQB10602 with pseudo-sequence HLA-DQA10102-DQB10602. The binding affinity (normalized) is 0.753. (7) The peptide sequence is EISTNIRQAGVQYSR. The MHC is HLA-DQA10501-DQB10301 with pseudo-sequence HLA-DQA10501-DQB10301. The binding affinity (normalized) is 0.801.